Dataset: Full USPTO retrosynthesis dataset with 1.9M reactions from patents (1976-2016). Task: Predict the reactants needed to synthesize the given product. (1) Given the product [C:6]([C:5]1[CH:8]=[C:9]2[C:2](=[CH:3][C:4]=1[O:11][CH3:12])[N:1]([CH2:63][CH2:64][CH2:65][C:66]([O:68][CH2:69][CH3:70])=[O:67])[N:43]=[CH:10]2)#[N:7], predict the reactants needed to synthesize it. The reactants are: [NH2:1][C:2]1[C:9]([CH3:10])=[CH:8][C:5]([C:6]#[N:7])=[C:4]([O:11][CH3:12])[CH:3]=1.C(OC(=O)C)(=O)C.C([O-])(=O)C.[K+].C1OCCOCCOCCOCCOCCOC1.[N:43](OCCCC)=O.C(=O)(O)[O-].[Na+].Cl.C(=O)([O-])[O-].[K+].[K+].Br[CH2:63][CH2:64][CH2:65][C:66]([O:68][CH2:69][CH3:70])=[O:67]. (2) Given the product [Cl:21][C:16]1[C:4]2[CH:3]=[C:2]([Cl:1])[CH:19]=[CH:18][C:5]=2[C:6]2[C:10]([CH3:11])=[N:9][O:8][C:7]=2[C:12]2([N:15]=1)[CH2:14][CH2:13]2, predict the reactants needed to synthesize it. The reactants are: [Cl:1][C:2]1[CH:19]=[CH:18][C:5]2[C:6]3[C:10]([CH3:11])=[N:9][O:8][C:7]=3[C:12]3([NH:15][C:16](=O)[C:4]=2[CH:3]=1)[CH2:14][CH2:13]3.C(Cl)[Cl:21].P(Cl)(Cl)(Cl)(Cl)Cl.